Dataset: Forward reaction prediction with 1.9M reactions from USPTO patents (1976-2016). Task: Predict the product of the given reaction. Given the reactants [Cl:1][C:2]1[CH:31]=[C:30]([O:32]C)[CH:29]=[CH:28][C:3]=1[O:4][C:5]1[S:6][C:7]([C:10]2[CH:14]=[C:13]([CH:15]([N:17]3[C:25](=[O:26])[C:24]4[C:19](=[CH:20][CH:21]=[CH:22][CH:23]=4)[C:18]3=[O:27])[CH3:16])[O:12][N:11]=2)=[CH:8][N:9]=1.B(Br)(Br)Br.CO, predict the reaction product. The product is: [Cl:1][C:2]1[CH:31]=[C:30]([OH:32])[CH:29]=[CH:28][C:3]=1[O:4][C:5]1[S:6][C:7]([C:10]2[CH:14]=[C:13]([CH:15]([N:17]3[C:25](=[O:26])[C:24]4[C:19](=[CH:20][CH:21]=[CH:22][CH:23]=4)[C:18]3=[O:27])[CH3:16])[O:12][N:11]=2)=[CH:8][N:9]=1.